This data is from Reaction yield outcomes from USPTO patents with 853,638 reactions. The task is: Predict the reaction yield, written as a fraction of the theoretical maximum amount of product (1.0 means a 100% yield; for example, 0.34 means a 34% yield). (1) The reactants are [N+:1]([C:4]1[CH:5]=[C:6]([CH:10]([CH3:13])[CH:11]=[O:12])[CH:7]=[CH:8][CH:9]=1)([O-:3])=[O:2].[BH4-].[Na+]. The catalyst is C(O)C.[Cl-].[Na+].O. The product is [N+:1]([C:4]1[CH:5]=[C:6]([CH:10]([CH3:13])[CH2:11][OH:12])[CH:7]=[CH:8][CH:9]=1)([O-:3])=[O:2]. The yield is 0.572. (2) The reactants are CON(C)[C:4](=[O:15])[C:5]1[CH:10]=[CH:9][C:8]([C:11]([F:14])([F:13])[F:12])=[N:7][CH:6]=1.[CH3:17][Mg]Br.C1(C)C=CC=CC=1.C1COCC1. The catalyst is O1CCCC1. The product is [F:12][C:11]([F:14])([F:13])[C:8]1[N:7]=[CH:6][C:5]([C:4](=[O:15])[CH3:17])=[CH:10][CH:9]=1. The yield is 0.980. (3) The reactants are [N:1]1[C:10]2[CH2:9][CH2:8][CH2:7][CH2:6][C:5]=2[CH:4]=[C:3]([CH:11]=O)[CH:2]=1.[NH:13]1[CH2:18][CH2:17][O:16][CH2:15][CH2:14]1.[BH-](OC(C)=O)(OC(C)=O)OC(C)=O.[Na+]. The catalyst is ClCCCl. The product is [N:13]1([CH2:11][C:3]2[CH:2]=[N:1][C:10]3[CH2:9][CH2:8][CH2:7][CH2:6][C:5]=3[CH:4]=2)[CH2:18][CH2:17][O:16][CH2:15][CH2:14]1. The yield is 0.760. (4) The reactants are [I:1][C:2]1[CH:7]=[CH:6][C:5]([CH2:8][C:9]#[N:10])=[CH:4][CH:3]=1.Cl[CH2:12][CH2:13][N:14]([CH2:16][CH2:17]Cl)[CH3:15].Cl. The catalyst is CS(C)=O. The product is [I:1][C:2]1[CH:7]=[CH:6][C:5]([C:8]2([C:9]#[N:10])[CH2:17][CH2:16][N:14]([CH3:15])[CH2:13][CH2:12]2)=[CH:4][CH:3]=1. The yield is 0.570.